Dataset: Forward reaction prediction with 1.9M reactions from USPTO patents (1976-2016). Task: Predict the product of the given reaction. (1) Given the reactants [CH2:1]([O:3][C:4]1[C:5]([C:16](=[O:18])[CH3:17])=[CH:6][C:7]2[CH:8]=[CH:9][CH2:10][C:11]([CH3:15])([CH3:14])[C:12]=2[CH:13]=1)[CH3:2].[CH:19]([N-]C(C)C)(C)C.[Li+].CI, predict the reaction product. The product is: [CH2:1]([O:3][C:4]1[C:5]([C:16](=[O:18])[CH2:17][CH3:19])=[CH:6][C:7]2[CH:8]=[CH:9][CH2:10][C:11]([CH3:14])([CH3:15])[C:12]=2[CH:13]=1)[CH3:2]. (2) Given the reactants C(=O)([O-])[O-].[K+].[K+].C([O:10][CH2:11][C:12]1[C:17]([CH2:18][N:19]([CH2:33][C:34]2[CH:51]=[CH:50][C:37]3[N:38]([CH2:48][CH3:49])[C:39](=[O:47])[C:40]([CH3:46])([CH3:45])[C:41](=[O:44])[N:42]([CH3:43])[C:36]=3[CH:35]=2)[CH2:20][CH2:21][N:22]2[CH:27]=[CH:26][C:25]3[O:28][C:29]([CH3:31])=[CH:30][C:24]=3[C:23]2=[O:32])=[CH:16][CH:15]=[CH:14][N:13]=1)(=O)C, predict the reaction product. The product is: [CH2:48]([N:38]1[C:39](=[O:47])[C:40]([CH3:46])([CH3:45])[C:41](=[O:44])[N:42]([CH3:43])[C:36]2[CH:35]=[C:34]([CH2:33][N:19]([CH2:18][C:17]3[C:12]([CH2:11][OH:10])=[N:13][CH:14]=[CH:15][CH:16]=3)[CH2:20][CH2:21][N:22]3[CH:27]=[CH:26][C:25]4[O:28][C:29]([CH3:31])=[CH:30][C:24]=4[C:23]3=[O:32])[CH:51]=[CH:50][C:37]1=2)[CH3:49].